Dataset: Forward reaction prediction with 1.9M reactions from USPTO patents (1976-2016). Task: Predict the product of the given reaction. Given the reactants [Cl:1][C:2]1[C:11]2[C:6](=[CH:7][C:8]([CH:12]=O)=[CH:9][CH:10]=2)[N:5]=[C:4]([CH3:14])[CH:3]=1.[NH2:15][C:16]1[CH:23]=[CH:22][C:19]([C:20]#[N:21])=[C:18]([C:24]([F:27])([F:26])[F:25])[CH:17]=1.Cl.[BH4-].[Na+], predict the reaction product. The product is: [Cl:1][C:2]1[C:11]2[C:6](=[CH:7][C:8]([CH2:12][NH:15][C:16]3[CH:23]=[CH:22][C:19]([C:20]#[N:21])=[C:18]([C:24]([F:25])([F:26])[F:27])[CH:17]=3)=[CH:9][CH:10]=2)[N:5]=[C:4]([CH3:14])[CH:3]=1.